From a dataset of Full USPTO retrosynthesis dataset with 1.9M reactions from patents (1976-2016). Predict the reactants needed to synthesize the given product. (1) Given the product [NH:14]([C:2]1[CH:10]=[CH:9][C:5]([C:6]([OH:8])=[O:7])=[CH:4][C:3]=1[N+:11]([O-:13])=[O:12])[C:15]1[CH:20]=[CH:19][CH:18]=[CH:17][CH:16]=1, predict the reactants needed to synthesize it. The reactants are: F[C:2]1[CH:10]=[CH:9][C:5]([C:6]([OH:8])=[O:7])=[CH:4][C:3]=1[N+:11]([O-:13])=[O:12].[NH2:14][C:15]1[CH:20]=[CH:19][CH:18]=[CH:17][CH:16]=1.CN1CCOCC1. (2) The reactants are: [NH2:1][CH2:2][CH:3]1[N:23](C(OC(C)(C)C)=O)[CH2:22][C:6]2[N:7]([CH2:14][C:15]3[CH:20]=[CH:19][C:18]([F:21])=[CH:17][CH:16]=3)[C:8]3[C:13]([C:5]=2[CH2:4]1)=[CH:12][CH:11]=[CH:10][CH:9]=3.C(O)(C(F)(F)F)=O. Given the product [F:21][C:18]1[CH:17]=[CH:16][C:15]([CH2:14][N:7]2[C:8]3[C:13](=[CH:12][CH:11]=[CH:10][CH:9]=3)[C:5]3[CH2:4][CH:3]([CH2:2][NH2:1])[NH:23][CH2:22][C:6]2=3)=[CH:20][CH:19]=1, predict the reactants needed to synthesize it. (3) Given the product [CH3:10][O:11][N:12]([CH3:13])[C:7](=[O:9])[CH2:6][C:3]1[CH:4]=[CH:5][S:1][CH:2]=1, predict the reactants needed to synthesize it. The reactants are: [S:1]1[CH:5]=[CH:4][C:3]([CH2:6][C:7]([OH:9])=O)=[CH:2]1.[CH3:10][O:11][NH:12][CH3:13].CCN=C=NCCCN(C)C.C1C=CC2N(O)N=NC=2C=1.Cl. (4) Given the product [N+:2]([C:5]1[CH:6]=[CH:7][C:8]([C:11]2[CH2:12][CH:13]3[NH:18][CH:16]([CH2:15][CH2:14]3)[CH:17]=2)=[CH:9][CH:10]=1)([O-:4])=[O:3], predict the reactants needed to synthesize it. The reactants are: Cl.[N+:2]([C:5]1[CH:10]=[CH:9][C:8]([C:11]2[CH2:17][CH:16]3[N:18](C(OC(C)(C)C)=O)[CH:13]([CH2:14][CH2:15]3)[CH:12]=2)=[CH:7][CH:6]=1)([O-:4])=[O:3]. (5) Given the product [CH:1]1([N:5]2[CH2:6][CH2:7][CH:8]([O:11][C:12]3[CH:17]=[CH:16][C:15]([C:18]4[N:19]([CH3:31])[C:20](=[O:30])[C:21]5[CH:27]=[CH:26][NH:25][C:24](=[O:28])[C:22]=5[N:23]=4)=[CH:14][CH:13]=3)[CH2:9][CH2:10]2)[CH2:2][CH2:3][CH2:4]1, predict the reactants needed to synthesize it. The reactants are: [CH:1]1([N:5]2[CH2:10][CH2:9][CH:8]([O:11][C:12]3[CH:17]=[CH:16][C:15]([C:18]4[N:19]([CH3:31])[C:20](=[O:30])[C:21]5[CH:27]=[CH:26][N:25]=[C:24]([O:28]C)[C:22]=5[N:23]=4)=[CH:14][CH:13]=3)[CH2:7][CH2:6]2)[CH2:4][CH2:3][CH2:2]1.B(F)(F)F.[OH-].[Na+]. (6) Given the product [CH:30]([O:29][C:4]1[C:5]2[C:10]([C:11]3[CH:20]=[CH:19][C:14]4[N:15]=[C:16]([CH3:18])[O:17][C:13]=4[CH:12]=3)=[CH:9][N:8]([CH2:21][O:22][CH2:23][CH2:24][Si:25]([CH3:28])([CH3:27])[CH3:26])[C:6]=2[N:7]=[C:2]([NH:33][C:34]2[CH:43]=[CH:42][C:37]([C:38]([NH:40][CH3:41])=[O:39])=[CH:36][C:35]=2[O:44][CH3:45])[N:3]=1)([CH3:32])[CH3:31], predict the reactants needed to synthesize it. The reactants are: Cl[C:2]1[N:3]=[C:4]([O:29][CH:30]([CH3:32])[CH3:31])[C:5]2[C:10]([C:11]3[CH:20]=[CH:19][C:14]4[N:15]=[C:16]([CH3:18])[O:17][C:13]=4[CH:12]=3)=[CH:9][N:8]([CH2:21][O:22][CH2:23][CH2:24][Si:25]([CH3:28])([CH3:27])[CH3:26])[C:6]=2[N:7]=1.[NH2:33][C:34]1[CH:43]=[CH:42][C:37]([C:38]([NH:40][CH3:41])=[O:39])=[CH:36][C:35]=1[O:44][CH3:45].C1(P(C2C=CC=CC=2)C2C=CC3C(=CC=CC=3)C=2C2C3C(=CC=CC=3)C=CC=2P(C2C=CC=CC=2)C2C=CC=CC=2)C=CC=CC=1.C(=O)([O-])[O-].[Cs+].[Cs+]. (7) The reactants are: [Br:1][C:2]1[CH:3]=[C:4]2[C:9](=[CH:10][C:11]=1[O:12][CH:13]1[CH2:18][CH2:17][N:16]([C:19]([O:21][C:22]([CH3:25])([CH3:24])[CH3:23])=[O:20])[CH2:15][CH2:14]1)[N:8]=[C:7](S(C)(=O)=O)[N:6]=[CH:5]2.[CH3:30][O:31][C:32]1[CH:33]=[C:34]([CH:36]=[CH:37][CH:38]=1)[NH2:35]. Given the product [Br:1][C:2]1[CH:3]=[C:4]2[C:9](=[CH:10][C:11]=1[O:12][CH:13]1[CH2:18][CH2:17][N:16]([C:19]([O:21][C:22]([CH3:25])([CH3:24])[CH3:23])=[O:20])[CH2:15][CH2:14]1)[N:8]=[C:7]([NH:35][C:34]1[CH:36]=[CH:37][CH:38]=[C:32]([O:31][CH3:30])[CH:33]=1)[N:6]=[CH:5]2, predict the reactants needed to synthesize it.